Dataset: Buchwald-Hartwig C-N cross coupling reaction yields with 55,370 reactions. Task: Predict the reaction yield, written as a fraction of the theoretical maximum amount of product (1.0 means a 100% yield; for example, 0.34 means a 34% yield). (1) The reactants are Ic1ccccn1.Cc1ccc(N)cc1.O=S(=O)(O[Pd]1c2ccccc2-c2ccccc2N~1)C(F)(F)F.CC(C)c1cc(C(C)C)c(-c2ccccc2P(C2CCCCC2)C2CCCCC2)c(C(C)C)c1.CCN=P(N=P(N(C)C)(N(C)C)N(C)C)(N(C)C)N(C)C.COC(=O)c1cc(-c2ccco2)on1. No catalyst specified. The product is Cc1ccc(Nc2ccccn2)cc1. The yield is 0.298. (2) The reactants are CCc1ccc(I)cc1.Cc1ccc(N)cc1.O=S(=O)(O[Pd]1c2ccccc2-c2ccccc2N~1)C(F)(F)F.CC(C)c1cc(C(C)C)c(-c2ccccc2P(C(C)(C)C)C(C)(C)C)c(C(C)C)c1.CCN=P(N=P(N(C)C)(N(C)C)N(C)C)(N(C)C)N(C)C.COC(=O)c1cc(-c2ccco2)on1. No catalyst specified. The product is CCc1ccc(Nc2ccc(C)cc2)cc1. The yield is 0.667. (3) The reactants are FC(F)(F)c1ccc(Cl)cc1.Cc1ccc(N)cc1.O=S(=O)(O[Pd]1c2ccccc2-c2ccccc2N~1)C(F)(F)F.CC(C)c1cc(C(C)C)c(-c2ccccc2P(C(C)(C)C)C(C)(C)C)c(C(C)C)c1.CN1CCCN2CCCN=C12.Cc1ccno1. No catalyst specified. The product is Cc1ccc(Nc2ccc(C(F)(F)F)cc2)cc1. The yield is 0.238. (4) The reactants are Clc1cccnc1.Cc1ccc(N)cc1.O=S(=O)(O[Pd]1c2ccccc2-c2ccccc2N~1)C(F)(F)F.COc1ccc(OC)c(P(C(C)(C)C)C(C)(C)C)c1-c1c(C(C)C)cc(C(C)C)cc1C(C)C.CN(C)C(=NC(C)(C)C)N(C)C.c1ccc(CN(Cc2ccccc2)c2ccno2)cc1. No catalyst specified. The product is Cc1ccc(Nc2cccnc2)cc1. The yield is 0.0407. (5) The reactants are Clc1cccnc1.Cc1ccc(N)cc1.O=S(=O)(O[Pd]1c2ccccc2-c2ccccc2N~1)C(F)(F)F.COc1ccc(OC)c(P([C@]23C[C@H]4C[C@H](C[C@H](C4)C2)C3)[C@]23C[C@H]4C[C@H](C[C@H](C4)C2)C3)c1-c1c(C(C)C)cc(C(C)C)cc1C(C)C.CCN=P(N=P(N(C)C)(N(C)C)N(C)C)(N(C)C)N(C)C.c1ccc(-c2ccno2)cc1. No catalyst specified. The product is Cc1ccc(Nc2cccnc2)cc1. The yield is 0.0794. (6) The reactants are CCc1ccc(Br)cc1.Cc1ccc(N)cc1.O=S(=O)(O[Pd]1c2ccccc2-c2ccccc2N~1)C(F)(F)F.CC(C)c1cc(C(C)C)c(-c2ccccc2P(C2CCCCC2)C2CCCCC2)c(C(C)C)c1.CCN=P(N=P(N(C)C)(N(C)C)N(C)C)(N(C)C)N(C)C.COC(=O)c1cc(-c2ccco2)on1. No catalyst specified. The product is CCc1ccc(Nc2ccc(C)cc2)cc1. The yield is 0.330. (7) The yield is 0.452. The reactants are FC(F)(F)c1ccc(I)cc1.Cc1ccc(N)cc1.O=S(=O)(O[Pd]1c2ccccc2-c2ccccc2N~1)C(F)(F)F.COc1ccc(OC)c(P(C(C)(C)C)C(C)(C)C)c1-c1c(C(C)C)cc(C(C)C)cc1C(C)C.CN1CCCN2CCCN=C12.COC(=O)c1cc(-c2cccs2)on1. The product is Cc1ccc(Nc2ccc(C(F)(F)F)cc2)cc1. No catalyst specified. (8) The reactants are Clc1ccccn1.Cc1ccc(N)cc1.O=S(=O)(O[Pd]1c2ccccc2-c2ccccc2N~1)C(F)(F)F.CC(C)c1cc(C(C)C)c(-c2ccccc2P(C2CCCCC2)C2CCCCC2)c(C(C)C)c1.CN1CCCN2CCCN=C12.c1ccc(-c2ccon2)cc1. No catalyst specified. The product is Cc1ccc(Nc2ccccn2)cc1. The yield is 0.324. (9) The reactants are CCc1ccc(I)cc1.Cc1ccc(N)cc1.O=S(=O)(O[Pd]1c2ccccc2-c2ccccc2N~1)C(F)(F)F.COc1ccc(OC)c(P(C(C)(C)C)C(C)(C)C)c1-c1c(C(C)C)cc(C(C)C)cc1C(C)C.CN(C)C(=NC(C)(C)C)N(C)C.c1ccc2oncc2c1. The product is CCc1ccc(Nc2ccc(C)cc2)cc1. The yield is 0.440. No catalyst specified. (10) The reactants are Brc1cccnc1.Cc1ccc(N)cc1.O=S(=O)(O[Pd]1c2ccccc2-c2ccccc2N~1)C(F)(F)F.CC(C)c1cc(C(C)C)c(-c2ccccc2P(C2CCCCC2)C2CCCCC2)c(C(C)C)c1.CN1CCCN2CCCN=C12.COC(=O)c1cc(-c2cccs2)on1. No catalyst specified. The product is Cc1ccc(Nc2cccnc2)cc1. The yield is 0.154.